From a dataset of Forward reaction prediction with 1.9M reactions from USPTO patents (1976-2016). Predict the product of the given reaction. (1) Given the reactants [NH2:1][C:2]1[S:3][C:4]([CH3:17])=[C:5]([CH3:16])[C:6]=1[C:7]([C:9]1[CH:14]=[CH:13][C:12]([Cl:15])=[CH:11][CH:10]=1)=[O:8].[C:18]1(=O)[O:23][C:21](=[O:22])[C:20]2=[CH:24][CH:25]=[CH:26][CH:27]=[C:19]12, predict the reaction product. The product is: [Cl:15][C:12]1[CH:13]=[CH:14][C:9]([C:7]([C:6]2[C:5]([CH3:16])=[C:4]([CH3:17])[S:3][C:2]=2[N:1]2[C:21](=[O:22])[C:20]3[C:19](=[CH:27][CH:26]=[CH:25][CH:24]=3)[C:18]2=[O:23])=[O:8])=[CH:10][CH:11]=1. (2) Given the reactants [S:1]1[CH:5]=[CH:4][CH:3]=[C:2]1[S:6]([NH:9][C:10]1[CH:11]=[CH:12][CH:13]=[C:14]2[C:18]=1[NH:17][C:16]([C:19](=[S:21])[NH2:20])=[CH:15]2)(=[O:8])=[O:7].N[C:23]1[CH:28]=[CH:27][CH:26]=[CH:25][C:24]=1S.Cl.C(O)CO, predict the reaction product. The product is: [S:21]1[C:24]2[CH:25]=[CH:26][CH:27]=[CH:28][C:23]=2[N:20]=[C:19]1[C:16]1[NH:17][C:18]2[C:14]([CH:15]=1)=[CH:13][CH:12]=[CH:11][C:10]=2[NH:9][S:6]([C:2]1[S:1][CH:5]=[CH:4][CH:3]=1)(=[O:7])=[O:8]. (3) Given the reactants [NH2:1][C:2]1[C:3](Cl)=[C:4]([CH:7]=[CH:8][CH:9]=1)[C:5]#[N:6].[ClH:11].[N:12]([O-])=O.[Na+].[CH3:16][C:17]([C:24]1[CH:29]=[CH:28][C:27]([OH:30])=[C:26]([C:31]([C:34]2[CH:39]=[CH:38][CH:37]=[CH:36][CH:35]=2)([CH3:33])[CH3:32])[CH:25]=1)([CH3:23])[CH2:18][C:19]([CH3:22])([CH3:21])[CH3:20], predict the reaction product. The product is: [Cl:11][C:9]1[CH:8]=[CH:7][C:4]([C:5]#[N:6])=[CH:3][C:2]=1[N:1]=[N:12][C:28]1[CH:29]=[C:24]([C:17]([CH3:16])([CH3:23])[CH2:18][C:19]([CH3:20])([CH3:21])[CH3:22])[CH:25]=[C:26]([C:31]([CH3:32])([C:34]2[CH:35]=[CH:36][CH:37]=[CH:38][CH:39]=2)[CH3:33])[C:27]=1[OH:30]. (4) Given the reactants [CH2:1]([N:8]1[C@H:13]([CH3:14])[CH2:12][NH:11][CH2:10][C@@H:9]1[CH3:15])[C:2]1[CH:7]=[CH:6][CH:5]=[CH:4][CH:3]=1.Br[C:17]1[CH:26]=[C:25]2[C:20]([CH:21]=[CH:22][CH:23]=[N:24]2)=[CH:19][C:18]=1[O:27][CH3:28], predict the reaction product. The product is: [CH2:1]([N:8]1[C@@H:13]([CH3:14])[CH2:12][N:11]([C:17]2[CH:26]=[C:25]3[C:20]([CH:21]=[CH:22][CH:23]=[N:24]3)=[CH:19][C:18]=2[O:27][CH3:28])[CH2:10][C@H:9]1[CH3:15])[C:2]1[CH:3]=[CH:4][CH:5]=[CH:6][CH:7]=1. (5) Given the reactants CC1C=C(COC2CCNCC2)C2C(=CC=CC=2)N=1.[CH3:20][C:21]1[CH:30]=[C:29]([CH2:31][O:32][CH2:33][CH:34]2[CH2:39][CH2:38][NH:37][CH2:36][CH2:35]2)[C:28]2[C:23](=[CH:24][CH:25]=[CH:26][CH:27]=2)[N:22]=1.[CH2:40]([C:42]1([CH2:49][S:50](Cl)(=[O:52])=[O:51])[C:46](=[O:47])[NH:45][C:44](=[O:48])[NH:43]1)[CH3:41], predict the reaction product. The product is: [CH2:40]([C@:42]1([CH2:49][S:50]([N:37]2[CH2:38][CH2:39][CH:34]([CH2:33][O:32][CH2:31][C:29]3[C:28]4[C:23](=[CH:24][CH:25]=[CH:26][CH:27]=4)[N:22]=[C:21]([CH3:20])[CH:30]=3)[CH2:35][CH2:36]2)(=[O:51])=[O:52])[NH:43][C:44](=[O:48])[NH:45][C:46]1=[O:47])[CH3:41]. (6) Given the reactants [Si:1]([O:8][C@@H:9]1[C@H:13]([O:14][Si:15]([C:18]([CH3:21])([CH3:20])[CH3:19])([CH3:17])[CH3:16])[C@@H:12]([CH2:22][OH:23])[O:11][C@H:10]1[N:24]1[CH:29]=[CH:28][CH:27]=[N:26][C:25]1=[O:30])([C:4]([CH3:7])([CH3:6])[CH3:5])([CH3:3])[CH3:2].[C:31](O[C:31](=[O:35])[CH2:32][CH2:33][CH3:34])(=[O:35])[CH2:32][CH2:33][CH3:34], predict the reaction product. The product is: [C:31]([O:23][CH2:22][C@@H:12]1[C@@H:13]([O:14][Si:15]([C:18]([CH3:19])([CH3:20])[CH3:21])([CH3:17])[CH3:16])[C@@H:9]([O:8][Si:1]([C:4]([CH3:5])([CH3:6])[CH3:7])([CH3:2])[CH3:3])[C@H:10]([N:24]2[CH:29]=[CH:28][CH:27]=[N:26][C:25]2=[O:30])[O:11]1)(=[O:35])[CH2:32][CH2:33][CH3:34].